Predict which catalyst facilitates the given reaction. From a dataset of Catalyst prediction with 721,799 reactions and 888 catalyst types from USPTO. Reactant: F[C:2]1[CH:17]=[C:16]([C:18]([F:21])([F:20])[F:19])[CH:15]=[CH:14][C:3]=1[C:4]([NH:6][C:7]1[CH:12]=[CH:11][NH:10][C:9](=[O:13])[CH:8]=1)=[O:5].[F:22][C:23]1[CH:28]=[C:27]([F:29])[CH:26]=[CH:25][C:24]=1[OH:30].C([O-])([O-])=O.[Cs+].[Cs+]. Product: [F:22][C:23]1[CH:28]=[C:27]([F:29])[CH:26]=[CH:25][C:24]=1[O:30][C:2]1[CH:17]=[C:16]([C:18]([F:21])([F:20])[F:19])[CH:15]=[CH:14][C:3]=1[C:4]([NH:6][C:7]1[CH:12]=[CH:11][NH:10][C:9](=[O:13])[CH:8]=1)=[O:5]. The catalyst class is: 3.